Predict the product of the given reaction. From a dataset of Forward reaction prediction with 1.9M reactions from USPTO patents (1976-2016). (1) Given the reactants Cl[CH2:2][C:3]([NH:5][C:6]1[CH:11]=[CH:10][CH:9]=[C:8]([CH3:12])[C:7]=1[OH:13])=[O:4].C(=O)([O-])[O-].[K+].[K+].[I-].[Na+].O, predict the reaction product. The product is: [CH3:12][C:8]1[C:7]2[O:13][CH2:2][C:3](=[O:4])[NH:5][C:6]=2[CH:11]=[CH:10][CH:9]=1. (2) Given the reactants [C:1]([SiH2:5][O:6][C:7]([CH3:16])([CH3:15])[C:8]1[CH:13]=[CH:12][N:11]=[C:10]([CH3:14])[CH:9]=1)([CH3:4])([CH3:3])[CH3:2].Br[CH2:18][C:19](=O)[C:20]([O:22][CH2:23][CH3:24])=[O:21].C([O-])(O)=O.[Na+], predict the reaction product. The product is: [CH2:23]([O:22][C:20]([C:19]1[CH:14]=[C:10]2[N:11]([CH:18]=1)[CH:12]=[CH:13][C:8]([C:7]([CH3:16])([CH3:15])[O:6][SiH2:5][C:1]([CH3:4])([CH3:3])[CH3:2])=[CH:9]2)=[O:21])[CH3:24]. (3) Given the reactants [Cl-].[CH3:2][O:3][CH2:4][P+](C1C=CC=CC=1)(C1C=CC=CC=1)C1C=CC=CC=1.CC(C)([O-])C.[K+].[CH2:30]([O:32][C:33]1[CH:46]=[CH:45][C:36]2[CH:37]3[CH2:43][CH2:42][C:41](=O)[CH2:40][CH:38]3[O:39][C:35]=2[C:34]=1[F:47])[CH3:31].Cl, predict the reaction product. The product is: [CH2:30]([O:32][C:33]1[CH:46]=[CH:45][C:36]2[CH:37]3[CH2:43][CH2:42][C:41](=[CH:2][O:3][CH3:4])[CH2:40][CH:38]3[O:39][C:35]=2[C:34]=1[F:47])[CH3:31]. (4) Given the reactants [C:1]([O:5][C:6]([N:8]1[CH2:13][CH2:12][CH:11]([O:14][C:15]2[C:16]([C:30]([O:32]C)=[O:31])=[N:17][N:18]([C:22]3[CH:27]=[CH:26][C:25]([Cl:28])=[C:24]([Cl:29])[CH:23]=3)[C:19](=[O:21])[CH:20]=2)[CH2:10][CH2:9]1)=[O:7])([CH3:4])([CH3:3])[CH3:2].[OH-].[Na+], predict the reaction product. The product is: [C:1]([O:5][C:6]([N:8]1[CH2:9][CH2:10][CH:11]([O:14][C:15]2[C:16]([C:30]([OH:32])=[O:31])=[N:17][N:18]([C:22]3[CH:27]=[CH:26][C:25]([Cl:28])=[C:24]([Cl:29])[CH:23]=3)[C:19](=[O:21])[CH:20]=2)[CH2:12][CH2:13]1)=[O:7])([CH3:4])([CH3:2])[CH3:3].